Dataset: Peptide-MHC class I binding affinity with 185,985 pairs from IEDB/IMGT. Task: Regression. Given a peptide amino acid sequence and an MHC pseudo amino acid sequence, predict their binding affinity value. This is MHC class I binding data. (1) The peptide sequence is VSFIEFVGW. The MHC is HLA-A26:01 with pseudo-sequence HLA-A26:01. The binding affinity (normalized) is 0.107. (2) The peptide sequence is AEGVVAFLI. The MHC is HLA-A25:01 with pseudo-sequence HLA-A25:01. The binding affinity (normalized) is 0.0847.